Dataset: Experimentally validated miRNA-target interactions with 360,000+ pairs, plus equal number of negative samples. Task: Binary Classification. Given a miRNA mature sequence and a target amino acid sequence, predict their likelihood of interaction. The miRNA is mmu-miR-466k with sequence UGUGUGUGUACAUGUACAUGUGA. The protein sequence of the target gene is MYNGIGLPTPRGSGTNGYVQRNLSLVRGRRGERPDYKGEEELRRLEAALVKRPNPDILDHERKRRVELRCLELEEMMEEQGYEEQQIQEKVATFRLMLLEKDVNPGGKEETPGQRPAVTETHQLAELNEKKNERLRAAFGISDSYVDGSSFDPQRRAREAKQPAPEPPKPYSLVRESSSSRSPTPKQKKKKKKKDRGRRSESSSPRRERKKSSKKKKHRSESESKKRKHRSPTPKSKRKSKDKKRKRSRSTTPAPKSRRAHRSTSADSASSSDTSRSRSRSAAAKTHTTALAGRSPSPAS.... Result: 0 (no interaction).